From a dataset of Forward reaction prediction with 1.9M reactions from USPTO patents (1976-2016). Predict the product of the given reaction. (1) Given the reactants COC1C=CC(C[NH:8][C:9]2[O:10][C:11]([C:14]3[CH:15]=[C:16]4[C:20](=[CH:21][CH:22]=3)[N:19]([S:23]([C:26]3[CH:32]=[CH:31][C:29]([CH3:30])=[CH:28][CH:27]=3)(=[O:25])=[O:24])[CH:18]=[C:17]4[C:33]3[CH:38]=[CH:37][C:36]([S:39]([CH3:42])(=[O:41])=[O:40])=[CH:35][N:34]=3)=[N:12][N:13]=2)=CC=1, predict the reaction product. The product is: [CH3:42][S:39]([C:36]1[CH:37]=[CH:38][C:33]([C:17]2[C:16]3[C:20](=[CH:21][CH:22]=[C:14]([C:11]4[O:10][C:9]([NH2:8])=[N:13][N:12]=4)[CH:15]=3)[N:19]([S:23]([C:26]3[CH:32]=[CH:31][C:29]([CH3:30])=[CH:28][CH:27]=3)(=[O:24])=[O:25])[CH:18]=2)=[N:34][CH:35]=1)(=[O:40])=[O:41]. (2) Given the reactants [C:1]1([P:7]([C:10]2[CH:15]=[CH:14][CH:13]=[CH:12][CH:11]=2)(=[O:9])[OH:8])[CH:6]=[CH:5][CH:4]=[CH:3][CH:2]=1.O.[OH-].[Li+:18].O, predict the reaction product. The product is: [C:1]1([P:7]([C:10]2[CH:15]=[CH:14][CH:13]=[CH:12][CH:11]=2)(=[O:8])[O-:9])[CH:2]=[CH:3][CH:4]=[CH:5][CH:6]=1.[Li+:18]. (3) Given the reactants [NH2:1][C:2]1[N:7]=[C:6]([CH3:8])[C:5]([NH:9][C:10]([C:12]2[C:13](=[O:27])[O:14][C:15]3[C:20]([CH:21]=2)=[CH:19][CH:18]=[C:17]([O:22][CH3:23])[C:16]=3[CH2:24][CH2:25][CH3:26])=[O:11])=[CH:4][CH:3]=1.[CH3:28][S:29](Cl)(=[O:31])=[O:30], predict the reaction product. The product is: [CH3:23][O:22][C:17]1[C:16]([CH2:24][CH2:25][CH3:26])=[C:15]2[C:20]([CH:21]=[C:12]([C:10]([NH:9][C:5]3[C:6]([CH3:8])=[N:7][C:2]([NH:1][S:29]([CH3:28])(=[O:31])=[O:30])=[CH:3][CH:4]=3)=[O:11])[C:13](=[O:27])[O:14]2)=[CH:19][CH:18]=1. (4) Given the reactants [CH2:1]([O:3][CH:4]1[CH2:7][N:6]([C:8]2[CH:13]=[CH:12][C:11]([N+:14]([O-])=O)=[CH:10][N:9]=2)[CH2:5]1)[CH3:2].[C:17]1([C:23]2[O:24][C:25]([C:31]([F:34])([F:33])[F:32])=[C:26]([C:28](O)=[O:29])[N:27]=2)[CH:22]=[CH:21][CH:20]=[CH:19][CH:18]=1.CCN(CC)CC.F[P-](F)(F)(F)(F)F.N1(O[P+](N(C)C)(N(C)C)N(C)C)C2C=CC=CC=2N=N1, predict the reaction product. The product is: [CH2:1]([O:3][CH:4]1[CH2:7][N:6]([C:8]2[N:9]=[CH:10][C:11]([NH:14][C:28]([C:26]3[N:27]=[C:23]([C:17]4[CH:22]=[CH:21][CH:20]=[CH:19][CH:18]=4)[O:24][C:25]=3[C:31]([F:33])([F:34])[F:32])=[O:29])=[CH:12][CH:13]=2)[CH2:5]1)[CH3:2]. (5) Given the reactants [NH2:1][CH:2]1[CH2:7][CH2:6][N:5]([C:8]2[CH:16]=[CH:15][C:11]([C:12]([OH:14])=[O:13])=[CH:10][CH:9]=2)[CH2:4][CH2:3]1.C(N(CC)CC)C.[CH3:24][C:25]([O:28][C:29](O[C:29]([O:28][C:25]([CH3:27])([CH3:26])[CH3:24])=[O:30])=[O:30])([CH3:27])[CH3:26], predict the reaction product. The product is: [C:25]([O:28][C:29]([NH:1][CH:2]1[CH2:7][CH2:6][N:5]([C:8]2[CH:16]=[CH:15][C:11]([C:12]([OH:14])=[O:13])=[CH:10][CH:9]=2)[CH2:4][CH2:3]1)=[O:30])([CH3:27])([CH3:26])[CH3:24].